From a dataset of Catalyst prediction with 721,799 reactions and 888 catalyst types from USPTO. Predict which catalyst facilitates the given reaction. (1) Reactant: C1(P(N=[N+]=[N-])(C2C=CC=CC=2)=[O:8])C=CC=CC=1.[CH3:18][C:19]([O:22][C:23]([N:25]1[CH2:30][CH2:29][CH2:28][C@H:27]([CH2:31][CH2:32]C(O)=O)[CH2:26]1)=[O:24])([CH3:21])[CH3:20].C([N:38]([CH2:41]C)CC)C.[CH2:43]([OH:50])[C:44]1[CH:49]=[CH:48][CH:47]=[CH:46][CH:45]=1. Product: [C:44]1([CH2:43][O:50][C:41]([NH:38][CH2:32][CH2:31][C@H:27]2[CH2:28][CH2:29][CH2:30][N:25]([C:23]([O:22][C:19]([CH3:18])([CH3:20])[CH3:21])=[O:24])[CH2:26]2)=[O:8])[CH:49]=[CH:48][CH:47]=[CH:46][CH:45]=1. The catalyst class is: 11. (2) Reactant: [C:1]([C:5]1[CH:6]=[CH:7][C:8]([CH3:21])=[C:9]([NH:11][C:12]2[C:17]([O:18][CH3:19])=[CH:16][N:15]=[C:14](Cl)[N:13]=2)[CH:10]=1)([CH3:4])([CH3:3])[CH3:2].Cl.Cl.[NH:24]1[CH2:29][CH2:28][CH:27]([CH2:30][C:31]2[CH:36]=[CH:35][N:34]=[CH:33][CH:32]=2)[CH2:26][CH2:25]1.C(N(C(C)C)CC)(C)C. Product: [C:1]([C:5]1[CH:6]=[CH:7][C:8]([CH3:21])=[C:9]([NH:11][C:12]2[C:17]([O:18][CH3:19])=[CH:16][N:15]=[C:14]([N:34]3[CH2:35][CH2:36][CH:31]([CH2:30][C:27]4[CH:26]=[CH:25][N:24]=[CH:29][CH:28]=4)[CH2:32][CH2:33]3)[N:13]=2)[CH:10]=1)([CH3:4])([CH3:3])[CH3:2]. The catalyst class is: 41.